This data is from Full USPTO retrosynthesis dataset with 1.9M reactions from patents (1976-2016). The task is: Predict the reactants needed to synthesize the given product. (1) Given the product [ClH:33].[ClH:33].[CH3:29][N:30]([CH3:31])[C:2]1[CH:3]=[CH:4][CH:5]=[C:6]2[C@H:14]3[C@:10]([CH3:22])([CH2:11][NH:12][CH2:13]3)[O:9][CH2:8][C:7]=12, predict the reactants needed to synthesize it. The reactants are: Br[C:2]1[C:7]2[CH2:8][O:9][C@:10]3([CH3:22])[C@H:14]([C:6]=2[CH:5]=[CH:4][CH:3]=1)[CH2:13][N:12](C(OC(C)(C)C)=O)[CH2:11]3.CC(C)([O-])C.[Na+].[CH3:29][NH:30][CH3:31].C(Cl)[Cl:33]. (2) Given the product [CH3:1][O:2][C:3](=[O:34])[C@H:4]([CH2:17][C:18]1[CH:23]=[CH:22][C:21]([C:24]2[C:29]([O:30][CH3:31])=[CH:28][CH:27]=[CH:26][C:25]=2[O:32][CH3:33])=[CH:20][CH:19]=1)[NH:5][C:6](=[O:16])[C:7]1[C:12]([Cl:13])=[CH:11][C:10]([C:45]2[N:41]([CH2:40][O:39][CH2:38][CH2:37][Si:36]([CH3:50])([CH3:49])[CH3:35])[N:42]=[CH:43][CH:44]=2)=[CH:9][C:8]=1[Cl:15], predict the reactants needed to synthesize it. The reactants are: [CH3:1][O:2][C:3](=[O:34])[C@H:4]([CH2:17][C:18]1[CH:23]=[CH:22][C:21]([C:24]2[C:29]([O:30][CH3:31])=[CH:28][CH:27]=[CH:26][C:25]=2[O:32][CH3:33])=[CH:20][CH:19]=1)[NH:5][C:6](=[O:16])[C:7]1[C:12]([Cl:13])=[CH:11][C:10](Br)=[CH:9][C:8]=1[Cl:15].[CH3:35][Si:36]([CH3:50])([CH3:49])[CH2:37][CH2:38][O:39][CH2:40][N:41]1[C:45](B(O)O)=[CH:44][CH:43]=[N:42]1.